This data is from Forward reaction prediction with 1.9M reactions from USPTO patents (1976-2016). The task is: Predict the product of the given reaction. Given the reactants [NH:1]1[CH2:4][CH:3]([C:5]([N:7]2[CH2:13][CH2:12][CH2:11][N:10]([CH:14]3[CH2:17][CH2:16][CH2:15]3)[CH2:9][CH2:8]2)=[O:6])[CH2:2]1.C(=O)([O-])[O-].[Na+].[Na+].[C:24](Cl)(=[O:27])[CH2:25][CH3:26], predict the reaction product. The product is: [CH:14]1([N:10]2[CH2:11][CH2:12][CH2:13][N:7]([C:5]([CH:3]3[CH2:2][N:1]([C:24](=[O:27])[CH2:25][CH3:26])[CH2:4]3)=[O:6])[CH2:8][CH2:9]2)[CH2:17][CH2:16][CH2:15]1.